Dataset: Reaction yield outcomes from USPTO patents with 853,638 reactions. Task: Predict the reaction yield, written as a fraction of the theoretical maximum amount of product (1.0 means a 100% yield; for example, 0.34 means a 34% yield). (1) The reactants are Br[C:2]1[CH:3]=[C:4]([C:8]2[C:9]3[C:14]([C:15]([C:22]4[CH:27]=[CH:26][CH:25]=[CH:24][CH:23]=4)=[C:16]4[C:21]=2[CH:20]=[CH:19][CH:18]=[CH:17]4)=[CH:13][CH:12]=[CH:11][CH:10]=3)[CH:5]=[CH:6][CH:7]=1.[CH:28]1[C:36]2[C:35]3[CH:37]=[CH:38][CH:39]=[CH:40][C:34]=3[O:33][C:32]=2[C:31]([C:41]2[CH:42]=[CH:43][C:44]3[NH:45][C:46]4[C:51]([C:52]=3[CH:53]=2)=[CH:50][CH:49]=[CH:48][CH:47]=4)=[CH:30][CH:29]=1.CC(C)([O-])C.[Na+].C(P(C(C)(C)C)C(C)(C)C)(C)(C)C. The catalyst is C1C=CC(/C=C/C(/C=C/C2C=CC=CC=2)=O)=CC=1.C1C=CC(/C=C/C(/C=C/C2C=CC=CC=2)=O)=CC=1.[Pd].CCCCCC.C1(C)C=CC=CC=1. The product is [CH:28]1[C:36]2[C:35]3[CH:37]=[CH:38][CH:39]=[CH:40][C:34]=3[O:33][C:32]=2[C:31]([C:41]2[CH:42]=[CH:43][C:44]3[N:45]([C:6]4[CH:7]=[CH:2][CH:3]=[C:4]([C:8]5[C:21]6[C:16]([C:15]([C:22]7[CH:27]=[CH:26][CH:25]=[CH:24][CH:23]=7)=[C:14]7[C:9]=5[CH:10]=[CH:11][CH:12]=[CH:13]7)=[CH:17][CH:18]=[CH:19][CH:20]=6)[CH:5]=4)[C:46]4[C:51]([C:52]=3[CH:53]=2)=[CH:50][CH:49]=[CH:48][CH:47]=4)=[CH:30][CH:29]=1. The yield is 0.880. (2) The reactants are [C:1]1([CH2:7][CH2:8][CH:9]=[O:10])[CH:6]=[CH:5][CH:4]=[CH:3][CH:2]=1.C[Si](C)(C)O[SiH](C)C.[F-].C([N+](CCCC)(CCCC)CCCC)CCC. The catalyst is C1COCC1. The product is [C:1]1([CH2:7][C:8]#[C:9][OH:10])[CH:6]=[CH:5][CH:4]=[CH:3][CH:2]=1. The yield is 0.880. (3) The reactants are O[Li].O.[OH:4][C:5]1([C:18]([O:20]CC)=[O:19])[CH2:10][CH2:9][CH2:8][N:7]([C:11]2[CH:16]=[CH:15][CH:14]=[CH:13][CH:12]=2)[C:6]1=[O:17].Cl. The catalyst is C1COCC1.O. The product is [OH:4][C:5]1([C:18]([OH:20])=[O:19])[CH2:10][CH2:9][CH2:8][N:7]([C:11]2[CH:16]=[CH:15][CH:14]=[CH:13][CH:12]=2)[C:6]1=[O:17]. The yield is 0.890. (4) The reactants are C1(CS([C:11]2[N:16]=[C:15]([NH:17][C:18]3[S:19][C:20]4[C:25]([N:26]=3)=[CH:24][CH:23]=[CH:22][N:21]=4)[CH:14]=[C:13]([CH2:27][N:28]3[CH2:33][CH2:32][CH2:31][CH2:30][CH2:29]3)[N:12]=2)(=O)=O)C=CC=CC=1.[N:34]1([C@H:40]2[CH2:45][CH2:44][C@H:43]([NH2:46])[CH2:42][CH2:41]2)[CH2:39][CH2:38][O:37][CH2:36][CH2:35]1. The catalyst is C(O)(C)C. The product is [N:34]1([C@H:40]2[CH2:41][CH2:42][C@H:43]([NH:46][C:11]3[N:16]=[C:15]([NH:17][C:18]4[S:19][C:20]5[C:25]([N:26]=4)=[CH:24][CH:23]=[CH:22][N:21]=5)[CH:14]=[C:13]([CH2:27][N:28]4[CH2:33][CH2:32][CH2:31][CH2:30][CH2:29]4)[N:12]=3)[CH2:44][CH2:45]2)[CH2:35][CH2:36][O:37][CH2:38][CH2:39]1. The yield is 0.280. (5) The reactants are [C:1]([C:5]1[CH:10]=[CH:9][CH:8]=[CH:7][C:6]=1[OH:11])([CH3:4])([CH3:3])[CH3:2].[OH-].[Na+].[OH-].[I-:15].[Na+].Cl[O-].[Na+].S([O-])([O-])(=O)=S.[Na+].[Na+].Cl. The catalyst is CO. The product is [C:1]([C:5]1[CH:10]=[C:9]([I:15])[CH:8]=[CH:7][C:6]=1[OH:11])([CH3:4])([CH3:2])[CH3:3]. The yield is 0.750. (6) The reactants are [CH3:1][O:2][C:3](=[O:33])[C:4]1[CH:9]=[C:8]([O:10][CH3:11])[CH:7]=[CH:6][C:5]=1[N:12]1[C:16]2[C:17](=[O:28])[N:18]([C:21]3[CH:26]=[CH:25][C:24](I)=[CH:23][CH:22]=3)[CH2:19][CH2:20][C:15]=2[C:14]([C:29]([F:32])([F:31])[F:30])=[N:13]1.[CH3:34]SC1C=CC=CC=1B(O)O.C(=O)([O-])[O-].[Na+].[Na+].Cl[C:52]1[CH:57]=[CH:56][CH:55]=[C:54](C(OO)=O)[CH:53]=1.[S:62]([O-:65])([O-])=[O:63].[Na+].[Na+]. The catalyst is [Br-].C([N+](CCCC)(CCCC)CCCC)CCC.Cl[Pd](Cl)([P](C1C=CC=CC=1)(C1C=CC=CC=1)C1C=CC=CC=1)[P](C1C=CC=CC=1)(C1C=CC=CC=1)C1C=CC=CC=1.O. The product is [CH3:1][O:2][C:3](=[O:33])[C:4]1[CH:9]=[C:8]([O:10][CH3:11])[CH:7]=[CH:6][C:5]=1[N:12]1[C:16]2[C:17](=[O:28])[N:18]([C:21]3[CH:26]=[CH:25][C:24]([C:53]4[CH:54]=[CH:55][CH:56]=[CH:57][C:52]=4[S:62]([CH3:34])(=[O:65])=[O:63])=[CH:23][CH:22]=3)[CH2:19][CH2:20][C:15]=2[C:14]([C:29]([F:32])([F:31])[F:30])=[N:13]1. The yield is 0.810. (7) The reactants are [CH3:1][C:2]([C:5]1[CH:6]=[C:7]([C:16](=[CH2:30])[C:17]([NH:19][C:20]2[CH:25]=[CH:24][C:23]([OH:26])=[C:22]([N+:27]([O-])=O)[CH:21]=2)=[O:18])[CH:8]=[C:9]([C:12]([CH3:15])([CH3:14])[CH3:13])[C:10]=1[OH:11])([CH3:4])[CH3:3].[Sn](Cl)(Cl)(Cl)Cl.C(=O)(O)[O-].[Na+]. The catalyst is C(OCC)(=O)C. The product is [CH3:15][C:12]([C:9]1[CH:8]=[C:7]([C:16](=[CH2:30])[C:17]([NH:19][C:20]2[CH:25]=[CH:24][C:23]([OH:26])=[C:22]([NH2:27])[CH:21]=2)=[O:18])[CH:6]=[C:5]([C:2]([CH3:1])([CH3:3])[CH3:4])[C:10]=1[OH:11])([CH3:13])[CH3:14]. The yield is 0.530. (8) The reactants are [N:1]1([C:5]([C:7]2[CH:8]=[N:9][N:10]([CH3:25])[C:11]=2[C:12]([NH:14][C:15]2[CH:20]=[CH:19][N:18]3[N:21]=[C:22](Br)[N:23]=[C:17]3[CH:16]=2)=[O:13])=[O:6])[CH2:4][CH2:3][CH2:2]1.[CH3:26][C:27]1[CH:28]=[C:29](B(O)O)[CH:30]=[N:31][CH:32]=1. No catalyst specified. The product is [CH3:26][C:27]1[CH:28]=[C:29]([C:22]2[N:23]=[C:17]3[CH:16]=[C:15]([NH:14][C:12]([C:11]4[N:10]([CH3:25])[N:9]=[CH:8][C:7]=4[C:5]([N:1]4[CH2:4][CH2:3][CH2:2]4)=[O:6])=[O:13])[CH:20]=[CH:19][N:18]3[N:21]=2)[CH:30]=[N:31][CH:32]=1. The yield is 0.194. (9) The reactants are [N:1]12[CH2:8][CH2:7][C:4]([C:9]([C:17]3[CH:22]=[CH:21][CH:20]=[CH:19][CH:18]=3)([C:11]3[CH:16]=[CH:15][CH:14]=[CH:13][CH:12]=3)[OH:10])([CH2:5][CH2:6]1)[CH2:3][CH2:2]2.[Br:23][CH2:24][CH2:25][CH2:26][C:27]1[CH:32]=[CH:31][CH:30]=[CH:29][CH:28]=1. The catalyst is CC#N. The product is [Br-:23].[OH:10][C:9]([C:17]1[CH:22]=[CH:21][CH:20]=[CH:19][CH:18]=1)([C:11]1[CH:12]=[CH:13][CH:14]=[CH:15][CH:16]=1)[C:4]12[CH2:5][CH2:6][N+:1]([CH2:24][CH2:25][CH2:26][C:27]3[CH:32]=[CH:31][CH:30]=[CH:29][CH:28]=3)([CH2:2][CH2:3]1)[CH2:8][CH2:7]2. The yield is 0.722.